This data is from Reaction yield outcomes from USPTO patents with 853,638 reactions. The task is: Predict the reaction yield, written as a fraction of the theoretical maximum amount of product (1.0 means a 100% yield; for example, 0.34 means a 34% yield). The reactants are [H-].[Na+].[OH:3][C:4]1[CH:5]=[C:6]2[C:10](=[CH:11][CH:12]=1)[C:9](=[O:13])[NH:8][CH2:7]2.F[C:15]1[CH:20]=[CH:19][C:18]([N+:21]([O-:23])=[O:22])=[CH:17][CH:16]=1.O. The catalyst is CN(C=O)C. The product is [C:9]1(=[O:13])[C:10]2[C:6](=[CH:5][C:4]([O:3][C:15]3[CH:20]=[CH:19][C:18]([N+:21]([O-:23])=[O:22])=[CH:17][CH:16]=3)=[CH:12][CH:11]=2)[CH2:7][NH:8]1. The yield is 0.890.